Predict the reaction yield, written as a fraction of the theoretical maximum amount of product (1.0 means a 100% yield; for example, 0.34 means a 34% yield). From a dataset of Reaction yield outcomes from USPTO patents with 853,638 reactions. (1) The catalyst is CN1C(=O)CCC1. The yield is 0.980. The reactants are Br[C:2]1[CH:7]=[CH:6][CH:5]=[CH:4][C:3]=1[C:8]1(C(OC)=O)[NH:12][NH:11][CH:10]=[CH:9]1.[Cu]([C:20]#[N:21])C#N.C[CH2:23][O:24][C:25](C)=[O:26]. The product is [C:20]([C:2]1[CH:7]=[CH:6][CH:5]=[CH:4][C:3]=1[C:8]1[CH:9]=[C:10]([C:25]([O:24][CH3:23])=[O:26])[NH:11][N:12]=1)#[N:21]. (2) The reactants are Br[CH2:2][C:3]([C:5]1[C:10]([CH3:11])=[CH:9][C:8]([O:12][C:13]2[CH:18]=[CH:17][C:16]([O:19][CH2:20][CH2:21][CH2:22][O:23][CH3:24])=[CH:15][CH:14]=2)=[CH:7][C:6]=1[CH3:25])=O.[NH2:26][C:27]([NH2:29])=[S:28]. The catalyst is CCO. The product is [CH3:24][O:23][CH2:22][CH2:21][CH2:20][O:19][C:16]1[CH:17]=[CH:18][C:13]([O:12][C:8]2[CH:9]=[C:10]([CH3:11])[C:5]([C:3]3[N:26]=[C:27]([NH2:29])[S:28][CH:2]=3)=[C:6]([CH3:25])[CH:7]=2)=[CH:14][CH:15]=1. The yield is 0.900. (3) The reactants are [H-].[Na+].[OH:3][C:4]1[CH:5]=[C:6]2[C:10](=[CH:11][CH:12]=1)[C:9](=[O:13])[NH:8][CH2:7]2.F[C:15]1[CH:20]=[CH:19][C:18]([N+:21]([O-:23])=[O:22])=[CH:17][CH:16]=1.O. The catalyst is CN(C=O)C. The product is [C:9]1(=[O:13])[C:10]2[C:6](=[CH:5][C:4]([O:3][C:15]3[CH:20]=[CH:19][C:18]([N+:21]([O-:23])=[O:22])=[CH:17][CH:16]=3)=[CH:12][CH:11]=2)[CH2:7][NH:8]1. The yield is 0.890. (4) The reactants are C[O:2][C:3]1[CH:4]=[C:5]2[C:10](=[CH:11][C:12]=1OC)C(C)=NC([C:5]1[CH:4]=[C:3]([OH:2])[CH:12]=[CH:11][CH:10]=1)=C2.CCN([CH2:28][CH3:29])CC.[O:30](S(C(F)(F)F)(=O)=O)S(C(F)(F)F)(=O)=O. The catalyst is C(Cl)Cl. The product is [CH3:12][CH2:3][O:2][C:28]([CH3:29])=[O:30].[CH3:5][CH2:4][CH2:3][CH2:12][CH2:11][CH3:10]. The yield is 0.910. (5) The reactants are [O:1]1[CH:6]=[CH:5][CH2:4][CH2:3][CH2:2]1.[OH:7][C:8]1[CH:13]=[C:12]([OH:14])[CH:11]=[CH:10][C:9]=1[C:15](=[O:24])[CH2:16][C:17]1[CH:22]=[CH:21][C:20]([F:23])=[CH:19][CH:18]=1.CC1C=CC(S([O-])(=O)=O)=CC=1.C1C=C[NH+]=CC=1. The catalyst is C(Cl)Cl. The product is [F:23][C:20]1[CH:21]=[CH:22][C:17]([CH2:16][C:15]([C:9]2[CH:10]=[CH:11][C:12]([O:14][CH:6]3[CH2:5][CH2:4][CH2:3][CH2:2][O:1]3)=[CH:13][C:8]=2[OH:7])=[O:24])=[CH:18][CH:19]=1. The yield is 0.370. (6) The reactants are [CH3:1][N:2]1[CH2:8][CH2:7][CH2:6][NH:5][CH2:4][CH2:3]1.[CH2:9]([O:11][C:12]1[CH:17]=[C:16](F)[CH:15]=[CH:14][C:13]=1[N+:19]([O-:21])=[O:20])[CH3:10].CCN(C(C)C)C(C)C. The catalyst is CC(N(C)C)=O.O. The product is [CH2:9]([O:11][C:12]1[CH:17]=[C:16]([N:5]2[CH2:6][CH2:7][CH2:8][N:2]([CH3:1])[CH2:3][CH2:4]2)[CH:15]=[CH:14][C:13]=1[N+:19]([O-:21])=[O:20])[CH3:10]. The yield is 0.950. (7) The reactants are [CH2:1]([C:5]1[NH:9][CH:8]=[C:7]([C:10]([O:12][CH2:13][CH3:14])=[O:11])[CH:6]=1)[CH2:2][CH2:3][CH3:4].[H-].[Na+].[C:17]1([S:23](Cl)(=[O:25])=[O:24])[CH:22]=[CH:21][CH:20]=[CH:19][CH:18]=1.O. The catalyst is O1CCCC1. The product is [CH2:1]([C:5]1[N:9]([S:23]([C:17]2[CH:22]=[CH:21][CH:20]=[CH:19][CH:18]=2)(=[O:25])=[O:24])[CH:8]=[C:7]([C:10]([O:12][CH2:13][CH3:14])=[O:11])[CH:6]=1)[CH2:2][CH2:3][CH3:4]. The yield is 0.470. (8) The reactants are [O:1]=[S:2]1(=[O:49])[CH2:7][CH2:6][N:5]([CH2:8][CH2:9][NH:10][C@:11]23[CH2:46][CH2:45][C@@H:44]([CH2:47][OH:48])[C@@H:12]2[C@@H:13]2[C@@:26]([CH3:29])([CH2:27][CH2:28]3)[C@@:25]3([CH3:30])[C@@H:16]([C@:17]4([CH3:43])[C@@H:22]([CH2:23][CH2:24]3)[C:21]([CH3:32])([CH3:31])[C:20]([C:33]3[CH:42]=[CH:41][C:36]([C:37]([O:39]C)=[O:38])=[CH:35][CH:34]=3)=[CH:19][CH2:18]4)[CH2:15][CH2:14]2)[CH2:4][CH2:3]1.O.[OH-].[Li+].O1CCCC1. The product is [O:49]=[S:2]1(=[O:1])[CH2:7][CH2:6][N:5]([CH2:8][CH2:9][NH:10][C@:11]23[CH2:46][CH2:45][C@@H:44]([CH2:47][OH:48])[C@@H:12]2[C@@H:13]2[C@@:26]([CH3:29])([CH2:27][CH2:28]3)[C@@:25]3([CH3:30])[C@@H:16]([C@:17]4([CH3:43])[C@@H:22]([CH2:23][CH2:24]3)[C:21]([CH3:32])([CH3:31])[C:20]([C:33]3[CH:42]=[CH:41][C:36]([C:37]([OH:39])=[O:38])=[CH:35][CH:34]=3)=[CH:19][CH2:18]4)[CH2:15][CH2:14]2)[CH2:4][CH2:3]1. The yield is 0.526. The catalyst is CO. (9) The reactants are [CH3:1][C:2]1([CH3:18])[CH:7]2[CH2:8][CH:3]1[CH2:4][CH2:5][CH:6]2[C:9]1([CH3:17])[N:13]([CH3:14])[C:12](=[O:15])[NH:11][C:10]1=[O:16].Br[CH2:20][C:21]([C:23]1[NH:24][CH:25]=[CH:26][CH:27]=1)=[O:22]. No catalyst specified. The product is [CH3:1][C:2]1([CH3:18])[C@H:7]2[CH2:8][C@@H:3]1[CH2:4][CH2:5][C@@H:6]2[C:9]1([CH3:17])[N:13]([CH3:14])[C:12](=[O:15])[N:11]([CH2:20][C:21](=[O:22])[C:23]2[NH:24][CH:25]=[CH:26][CH:27]=2)[C:10]1=[O:16]. The yield is 0.620.